From a dataset of Reaction yield outcomes from USPTO patents with 853,638 reactions. Predict the reaction yield, written as a fraction of the theoretical maximum amount of product (1.0 means a 100% yield; for example, 0.34 means a 34% yield). (1) The reactants are [C:1]([C:4]1[CH:5]=[C:6]([NH:11][C:12](=[O:16])[CH2:13][CH2:14][CH3:15])[CH:7]=[CH:8][C:9]=1[OH:10])(=[O:3])[CH3:2].[C:17](=O)([O-])[O-].[K+].[K+].IC. The catalyst is CN(C=O)C. The product is [C:1]([C:4]1[CH:5]=[C:6]([NH:11][C:12](=[O:16])[CH2:13][CH2:14][CH3:15])[CH:7]=[CH:8][C:9]=1[O:10][CH3:17])(=[O:3])[CH3:2]. The yield is 0.760. (2) The reactants are [F:1][C:2]1[C:10]([O:11][CH3:12])=[C:9]([N+:13]([O-:15])=[O:14])[CH:8]=[CH:7][C:3]=1[C:4]([OH:6])=O.[NH:16]1[CH2:21][CH2:20][O:19][CH2:18][CH2:17]1.CCN(C(C)C)C(C)C.CN(C(ON1N=NC2C=CC=CC1=2)=[N+](C)C)C.F[P-](F)(F)(F)(F)F. The catalyst is C(Cl)Cl.O. The product is [F:1][C:2]1[C:10]([O:11][CH3:12])=[C:9]([N+:13]([O-:15])=[O:14])[CH:8]=[CH:7][C:3]=1[C:4]([N:16]1[CH2:21][CH2:20][O:19][CH2:18][CH2:17]1)=[O:6]. The yield is 0.830.